From a dataset of Catalyst prediction with 721,799 reactions and 888 catalyst types from USPTO. Predict which catalyst facilitates the given reaction. (1) Reactant: [O:1]1[C:5]2[CH:6]=[CH:7][CH:8]=[CH:9][C:4]=2[N:3]=[C:2]1[C:10]1[CH:11]=[CH:12][C:13]([NH:17][CH:18]2[CH2:23][CH2:22][O:21][CH2:20][CH2:19]2)=[C:14]([CH:16]=1)[NH2:15].OOS([O-])=O.[K+].C(=O)([O-])[O-].[K+].[K+]. Product: [O:1]1[C:5]2[CH:6]=[CH:7][CH:8]=[CH:9][C:4]=2[N:3]=[C:2]1[C:10]1[CH:11]=[CH:12][C:13]2[N:17]([CH:18]3[CH2:23][CH2:22][O:21][CH2:20][CH2:19]3)[C:2]([CH:10]3[CH2:11][CH2:12][CH2:13][CH2:14][CH2:16]3)=[N:15][C:14]=2[CH:16]=1. The catalyst class is: 18. (2) Reactant: [Cl:1][C:2]1[CH:7]=[C:6]([N+]([O-])=O)[CH:5]=[CH:4][N:3]=1.[CH2:11]([O-:13])[CH3:12].[Na+].CC(=O)OCC. Product: [Cl:1][C:2]1[CH:7]=[C:6]([O:13][CH2:11][CH3:12])[CH:5]=[CH:4][N:3]=1. The catalyst class is: 1.